Task: Binary Classification. Given a miRNA mature sequence and a target amino acid sequence, predict their likelihood of interaction.. Dataset: Experimentally validated miRNA-target interactions with 360,000+ pairs, plus equal number of negative samples (1) The miRNA is mmu-miR-1197-3p with sequence UAGGACACAUGGUCUACUUCU. The protein sequence of the target gene is MVGEGPYLISDLDQRGRRRSFAERYDPSLKTMIPVRPCARLAPNPVDDAGLLSFATFSWLTPVMVKGYRQRLTVDTLPPLSTYDSSDTNAKRFRVLWDEEVARVGPEKASLSHVVWKFQRTRVLMDIVANILCIIMAAIGPVILIHQILQQTERTSGKVWVGIGLCIALFATEFTKVFFWALAWAINYRTAIRLKVALSTLVFENLVSFKTLTHISVGEVLNILSSDSYSLFEAALFCPLPATIPILMVFCAAYAFFILGPTALIGISVYVIFIPVQMFMAKLNSAFRRSAILVTDKRVQ.... Result: 0 (no interaction). (2) The miRNA is hsa-miR-892b with sequence CACUGGCUCCUUUCUGGGUAGA. The protein sequence of the target gene is MKDTPLQVHVLLGLAITTLVQAIDKKVDCPQLCTCEIRPWFTPRSIYMEASTVDCNDLGLLNFPARLPADTQILLLQTNNIARIEHSTDFPVNLTGLDLSQNNLSSVTNINVQKMSQLLSVYLEENKLTELPEKCLYGLSNLQELYVNHNLLSTISPGAFIGLHNLLRLHLNSNRLQMINSQWFDALPNLEILMLGDNPIIRIKDMNFQPLVKLRSLVIAGINLTEIPDDALAGLENLESISFYDNRLSKVPQVALQKAVNLKFLDLNKNPINRIRRGDFSNMLHLKELGINNMPELVSI.... Result: 0 (no interaction). (3) The miRNA is mmu-miR-337-5p with sequence CGGCGUCAUGCAGGAGUUGAUU. The protein sequence of the target gene is MWDLALIFLAAACVFSLGVTLWVICSHFFTVHIPAAVGHPVKLRVLHCIFQLLLTWGMIFEKLRICSMPQFFCFMQDLPPLKYDPDVVVTDFRFGTIPVKLYQPKASTCTLKPGIVYYHGGGGVMGSLKTHHGICSRLCKESDSVVLAVGYRKLPKHKFPVPVRDCLVATIHFLKSLDAYGVDPARVVVCGDSFGGAIAAVVCQQLVDRPDLPRIRAQILIYAILQALDLQTPSFQQRKNIPLLTWSFICYFFFQNLDFSSSWQEVIMKGAHLPAEVWEKYRKWLGPENIPERFKERGYQ.... Result: 0 (no interaction). (4) The miRNA is hsa-miR-6849-5p with sequence GAGUGGAUAGGGGAGUGUGUGGA. The protein sequence of the target gene is MSPGYLPAPKAVLGSVPEKHLAEEDEVDSILLSASKILNSSEGVKESGGNEPEYGCASEPENQIQPQSALKVLQHQLESFQALRMQTLQNVSMVQSEISEILNKSIVEVETPQFNSEKSLVFSMHPEKDLPNETQEEIPSTKTLHSMGETFSSNSDTGLPQGTDIPPQIQVKDMLALQGLRTTADNSPPKKAMNTSEQPSATKSFSLYQFLPQGPQTAVPQAAPVILDKSTITTPFPKHGFCANLDDICHSIKHMKEELQKSHDKELALTSELHTFQADASTQGHHKHEPFPMHSSKLNF.... Result: 0 (no interaction).